Dataset: Full USPTO retrosynthesis dataset with 1.9M reactions from patents (1976-2016). Task: Predict the reactants needed to synthesize the given product. (1) Given the product [CH:1]1([Li:10])[C:9]2[C:4](=[CH:5][CH:6]=[CH:7][CH:8]=2)[CH:3]=[CH:2]1, predict the reactants needed to synthesize it. The reactants are: [CH2:1]1[C:9]2[C:4](=[CH:5][CH:6]=[CH:7][CH:8]=2)[CH:3]=[CH:2]1.[Li:10]CCCC. (2) Given the product [F:21][CH:22]([F:25])[CH2:23][N:5]1[CH:4]=[C:3]([C:7]2[CH:12]=[CH:11][N:10]=[C:9]([S:13][CH3:14])[N:8]=2)[C:2]([I:1])=[N:6]1, predict the reactants needed to synthesize it. The reactants are: [I:1][C:2]1[NH:6][N:5]=[CH:4][C:3]=1[C:7]1[CH:12]=[CH:11][N:10]=[C:9]([S:13][CH3:14])[N:8]=1.C([O-])([O-])=O.[K+].[K+].[F:21][CH:22]([F:25])[CH2:23]I.C(Cl)Cl. (3) Given the product [OH:11][C:8]1[CH:9]=[CH:10][C:5]([C:3]2[N:12]=[C:13]3[CH:18]=[CH:17][C:16]([N+:19]([O-:21])=[O:20])=[CH:15][N:14]3[CH:2]=2)=[CH:6][CH:7]=1, predict the reactants needed to synthesize it. The reactants are: Br[CH2:2][C:3]([C:5]1[CH:10]=[CH:9][C:8]([OH:11])=[CH:7][CH:6]=1)=O.[NH2:12][C:13]1[CH:18]=[CH:17][C:16]([N+:19]([O-:21])=[O:20])=[CH:15][N:14]=1.